This data is from Catalyst prediction with 721,799 reactions and 888 catalyst types from USPTO. The task is: Predict which catalyst facilitates the given reaction. (1) Reactant: [O:1]=[C:2]1[CH:7]([CH2:8][C:9]2[N:10]=[CH:11][N:12]3[C:21]4[C:16](=[CH:17][C:18](OS(C(F)(F)F)(=O)=O)=[CH:19][CH:20]=4)[CH2:15][CH2:14][C:13]=23)[CH2:6][CH2:5][CH2:4][N:3]1[C:30]([O:32][C:33]([CH3:36])([CH3:35])[CH3:34])=[O:31].[CH3:37]B(O)O.C(=O)([O-])[O-].[Cs+].[Cs+]. Product: [CH3:37][C:18]1[CH:17]=[C:16]2[C:21](=[CH:20][CH:19]=1)[N:12]1[CH:11]=[N:10][C:9]([CH2:8][CH:7]3[CH2:6][CH2:5][CH2:4][N:3]([C:30]([O:32][C:33]([CH3:35])([CH3:36])[CH3:34])=[O:31])[C:2]3=[O:1])=[C:13]1[CH2:14][CH2:15]2. The catalyst class is: 7. (2) Reactant: [F:1][C:2](=[C:11]([F:13])[F:12])[CH2:3][CH2:4][S:5][C:6]1[O:7][CH:8]=[CH:9][N:10]=1.ClC1C=CC=C(C(OO)=[O:22])C=1. Product: [F:1][C:2](=[C:11]([F:12])[F:13])[CH2:3][CH2:4][S:5]([C:6]1[O:7][CH:8]=[CH:9][N:10]=1)=[O:22]. The catalyst class is: 4. (3) Reactant: [F:1][C:2]([F:49])([F:48])[C:3]1[CH:4]=[C:5]([C@@H:13]2[C:17]3([CH2:19][CH2:18]3)[N:16]([CH2:20][C:21]3[C:26]([C:27]4[CH:28]=[C:29]([C@H:35]5[CH2:38][C@H:37]([C:39]([O:41]C)=[O:40])[CH2:36]5)[CH:30]=[CH:31][C:32]=4[O:33][CH3:34])=[CH:25][CH:24]=[C:23]([C:43]([F:46])([F:45])[F:44])[N:22]=3)[C:15](=[O:47])[O:14]2)[CH:6]=[C:7]([C:9]([F:12])([F:11])[F:10])[CH:8]=1.[OH-].[Li+].C(O)(C(F)(F)F)=O. Product: [F:48][C:2]([F:1])([F:49])[C:3]1[CH:4]=[C:5]([C@@H:13]2[C:17]3([CH2:18][CH2:19]3)[N:16]([CH2:20][C:21]3[C:26]([C:27]4[CH:28]=[C:29]([C@H:35]5[CH2:36][C@H:37]([C:39]([OH:41])=[O:40])[CH2:38]5)[CH:30]=[CH:31][C:32]=4[O:33][CH3:34])=[CH:25][CH:24]=[C:23]([C:43]([F:46])([F:45])[F:44])[N:22]=3)[C:15](=[O:47])[O:14]2)[CH:6]=[C:7]([C:9]([F:12])([F:11])[F:10])[CH:8]=1. The catalyst class is: 12. (4) Reactant: [C:1]([OH:5])(=[O:4])[CH:2]=O.O.[CH3:7][O:8][C:9]1[CH:10]=[C:11]2[C:16](=[CH:17][CH:18]=1)[C:15](=[O:19])[CH2:14][CH2:13][CH2:12]2.S(=O)(=O)(O)O. Product: [CH3:7][O:8][C:9]1[CH:10]=[C:11]2[C:16](=[CH:17][CH:18]=1)[C:15](=[O:19])[C:14](=[CH:2][C:1]([OH:5])=[O:4])[CH2:13][CH2:12]2. The catalyst class is: 270.